From a dataset of CYP2C9 inhibition data for predicting drug metabolism from PubChem BioAssay. Regression/Classification. Given a drug SMILES string, predict its absorption, distribution, metabolism, or excretion properties. Task type varies by dataset: regression for continuous measurements (e.g., permeability, clearance, half-life) or binary classification for categorical outcomes (e.g., BBB penetration, CYP inhibition). Dataset: cyp2c9_veith. The compound is COc1ccc(NC(=O)c2ccc(-c3ccc(-c4noc(C)n4)cc3C)cc2)cc1OCCN(C)C. The result is 0 (non-inhibitor).